This data is from Full USPTO retrosynthesis dataset with 1.9M reactions from patents (1976-2016). The task is: Predict the reactants needed to synthesize the given product. (1) Given the product [C:33]([O:37][C:38](=[O:52])[C:39]([CH3:40])([S:41][C:42]1[CH:50]=[CH:49][C:45]([C:46]([O:13][C@@H:14]([C:16]2[N:20]([CH2:21][CH2:22][CH3:23])[C:19](=[O:24])[N:18]([CH2:25][C:26]3[CH:27]=[CH:28][C:29]([CH3:32])=[CH:30][CH:31]=3)[N:17]=2)[CH3:15])=[O:47])=[CH:44][CH:43]=1)[CH3:51])([CH3:34])([CH3:35])[CH3:36], predict the reactants needed to synthesize it. The reactants are: Cl.CN(C)CCCN=C=NCC.[OH:13][C@@H:14]([C:16]1[N:20]([CH2:21][CH2:22][CH3:23])[C:19](=[O:24])[N:18]([CH2:25][C:26]2[CH:31]=[CH:30][C:29]([CH3:32])=[CH:28][CH:27]=2)[N:17]=1)[CH3:15].[C:33]([O:37][C:38](=[O:52])[C:39]([CH3:51])([S:41][C:42]1[CH:50]=[CH:49][C:45]([C:46](O)=[O:47])=[CH:44][CH:43]=1)[CH3:40])([CH3:36])([CH3:35])[CH3:34]. (2) Given the product [C:1](=[O:26])([O:2][C:3]([CH3:6])([CH3:5])[CH3:4])[O:7][C:8]1[N:12]([C:13]2[N:18]=[CH:17][CH:16]=[CH:15][N:14]=2)[N:11]=[C:10]([C:19]2[CH:24]=[CH:23][C:22]([C:27]3[CH:32]=[CH:31][CH:30]=[CH:29][CH:28]=3)=[CH:21][CH:20]=2)[CH:9]=1, predict the reactants needed to synthesize it. The reactants are: [C:1](=[O:26])([O:7][C:8]1[N:12]([C:13]2[N:18]=[CH:17][CH:16]=[CH:15][N:14]=2)[N:11]=[C:10]([C:19]2[CH:24]=[CH:23][C:22](I)=[CH:21][CH:20]=2)[CH:9]=1)[O:2][C:3]([CH3:6])([CH3:5])[CH3:4].[C:27]1(B(O)O)[CH:32]=[CH:31][CH:30]=[CH:29][CH:28]=1. (3) Given the product [CH3:24][O:23][C:21]([CH2:20][CH:2]1[CH2:3][CH2:4][CH2:5][CH2:6][CH2:7][C:1]1=[O:8])=[O:22], predict the reactants needed to synthesize it. The reactants are: [C:1]1(=[O:8])[CH2:7][CH2:6][CH2:5][CH2:4][CH2:3][CH2:2]1.[Li+].C[Si]([N-][Si](C)(C)C)(C)C.Br[CH2:20][C:21]([O:23][CH3:24])=[O:22].C(OCC)(=O)C. (4) Given the product [Cl:1][C:2]1[C:7]([Cl:8])=[CH:6][CH:5]=[CH:4][C:3]=1[S:9]([NH:12][C:13]1[CH:14]=[CH:15][C:16]([C:33]2[CH:32]=[N:31][C:30]([C:36]#[N:37])=[C:29]([Cl:28])[N:34]=2)=[CH:17][CH:18]=1)(=[O:10])=[O:11], predict the reactants needed to synthesize it. The reactants are: [Cl:1][C:2]1[C:7]([Cl:8])=[CH:6][CH:5]=[CH:4][C:3]=1[S:9]([NH:12][C:13]1[CH:18]=[CH:17][C:16](B2OC(C)(C)C(C)(C)O2)=[CH:15][CH:14]=1)(=[O:11])=[O:10].[Cl:28][C:29]1[C:30]([C:36]#[N:37])=[N:31][CH:32]=[C:33](Cl)[N:34]=1.C(=O)([O-])[O-].[Cs+].[Cs+].O1CCOCC1.